Dataset: Reaction yield outcomes from USPTO patents with 853,638 reactions. Task: Predict the reaction yield, written as a fraction of the theoretical maximum amount of product (1.0 means a 100% yield; for example, 0.34 means a 34% yield). (1) The reactants are [CH3:1][Si](Cl)(C)C.[I:6][C:7]1[CH:8]=[C:9]([CH:12]=[CH:13][CH:14]=1)[CH:10]=O.[CH:15]([NH2:17])=[O:16].[C:18]1(C)[C:19]([S:24]([OH:26])=[O:25])=[CH:20][CH:21]=[CH:22][CH:23]=1. The catalyst is CC#N.C1(C)C=CC=CC=1.O.COC(C)(C)C. The product is [I:6][C:7]1[CH:8]=[C:9]([CH:10]([NH:17][CH:15]=[O:16])[S:24]([C:19]2[CH:18]=[CH:23][C:22]([CH3:1])=[CH:21][CH:20]=2)(=[O:25])=[O:26])[CH:12]=[CH:13][CH:14]=1. The yield is 0.510. (2) The product is [F:14][C:3]1[CH:4]=[C:5]([CH:11]=[C:12]([F:13])[C:2]=1[B:18]1[O:19][C:20]([CH3:22])([CH3:21])[C:16]([CH3:32])([CH3:15])[O:17]1)[C:6]([O:8][CH2:9][CH3:10])=[O:7]. The yield is 0.480. The reactants are Br[C:2]1[C:12]([F:13])=[CH:11][C:5]([C:6]([O:8][CH2:9][CH3:10])=[O:7])=[CH:4][C:3]=1[F:14].[CH3:15][C:16]1([CH3:32])[C:20]([CH3:22])([CH3:21])[O:19][B:18]([B:18]2[O:19][C:20]([CH3:22])([CH3:21])[C:16]([CH3:32])([CH3:15])[O:17]2)[O:17]1.CC([O-])=O.[K+]. The catalyst is C1(C)C=CC=CC=1.O.C1C=CC(P(C2C=CC=CC=2)[C-]2C=CC=C2)=CC=1.C1C=CC(P(C2C=CC=CC=2)[C-]2C=CC=C2)=CC=1.Cl[Pd]Cl.[Fe+2]. (3) The product is [CH2:1]([O:37][C:29]1[CH:28]=[C:27]([NH:26][C:24](=[O:25])[CH2:23][CH:22]([C:19]2[CH:18]=[CH:17][C:16]([Cl:15])=[CH:21][CH:20]=2)[CH2:53][N+:50]([O-:52])=[O:51])[CH:36]=[CH:35][C:30]=1[C:31]([O:33][CH3:34])=[O:32])[C:2]1[CH:7]=[CH:6][CH:5]=[CH:4][CH:3]=1. The yield is 0.400. The catalyst is CN(C=O)C.O. The reactants are [CH2:1](Br)[C:2]1[CH:7]=[CH:6][CH:5]=[CH:4][CH:3]=1.C([O-])([O-])=O.[K+].[K+].[Cl:15][C:16]1[CH:21]=[CH:20][C:19]([CH:22]=[CH:23][C:24]([NH:26][C:27]2[CH:36]=[CH:35][C:30]([C:31]([O:33][CH3:34])=[O:32])=[C:29]([OH:37])[CH:28]=2)=[O:25])=[CH:18][CH:17]=1.C1CCN2C(=NCCC2)CC1.Cl.[N+:50]([CH3:53])([O-:52])=[O:51]. (4) The catalyst is O1CCOCC1.C([O-])(=O)C.[Pd+2].C([O-])(=O)C.CO. The product is [C:33]([NH:36][C:28]1[CH:27]=[C:26]([O:25][C:3]2[C:2]([Cl:1])=[CH:7][C:6]([NH:8][C:9]([C:11]3([C:14]([NH:16][C:17]4[CH:18]=[CH:19][C:20]([F:23])=[CH:21][CH:22]=4)=[O:15])[CH2:12][CH2:13]3)=[O:10])=[C:5]([F:24])[CH:4]=2)[CH:31]=[CH:30][N:29]=1)(=[O:35])[CH3:34]. The yield is 0.477. The reactants are [Cl:1][C:2]1[C:3]([O:25][C:26]2[CH:31]=[CH:30][N:29]=[C:28](Cl)[CH:27]=2)=[CH:4][C:5]([F:24])=[C:6]([NH:8][C:9]([C:11]2([C:14]([NH:16][C:17]3[CH:22]=[CH:21][C:20]([F:23])=[CH:19][CH:18]=3)=[O:15])[CH2:13][CH2:12]2)=[O:10])[CH:7]=1.[C:33]([NH2:36])(=[O:35])[CH3:34].C(=O)([O-])[O-].[Cs+].[Cs+].CC1(C)C2C(=C(P(C3C=CC=CC=3)C3C=CC=CC=3)C=CC=2)OC2C(P(C3C=CC=CC=3)C3C=CC=CC=3)=CC=CC1=2. (5) The reactants are [Cl-].[Al+3].[Cl-].[Cl-].[CH3:5][N:6]1[CH2:11][CH2:10][CH:9]([C:12](Cl)=[O:13])[CH2:8][CH2:7]1.[CH:15]1[CH:20]=[CH:19][CH:18]=[CH:17][CH:16]=1. No catalyst specified. The product is [CH3:5][N:6]1[CH2:11][CH2:10][CH:9]([C:12]([C:15]2[CH:20]=[CH:19][CH:18]=[CH:17][CH:16]=2)=[O:13])[CH2:8][CH2:7]1. The yield is 0.840.